Dataset: Forward reaction prediction with 1.9M reactions from USPTO patents (1976-2016). Task: Predict the product of the given reaction. (1) Given the reactants [F:1][C:2]1[CH:3]=[C:4]([C:9]2[CH2:14][CH2:13][N:12]([C:15]([O:17]C(C)(C)C)=[O:16])[CH2:11][C:10]=2[C:22]([O:24][CH2:25][CH3:26])=[O:23])[CH:5]=[CH:6][C:7]=1[F:8].[Mg], predict the reaction product. The product is: [F:1][C:2]1[CH:3]=[C:4]([C@H:9]2[CH2:14][CH2:13][N:12]([C:15]([O:17][CH2:3][CH2:2][CH2:7][CH3:6])=[O:16])[CH2:11][C@H:10]2[C:22]([O:24][CH2:25][CH3:26])=[O:23])[CH:5]=[CH:6][C:7]=1[F:8]. (2) Given the reactants CC(C)([O-])C.[K+].[CH3:7][O:8][C:9]([C:11]1[CH:12]=[N:13][NH:14][CH:15]=1)=[O:10].[C:16](Cl)([C:29]1[CH:34]=[CH:33][CH:32]=[CH:31][CH:30]=1)([C:23]1[CH:28]=[CH:27][CH:26]=[CH:25][CH:24]=1)[C:17]1[CH:22]=[CH:21][CH:20]=[CH:19][CH:18]=1.O.C(OCC)(=O)C, predict the reaction product. The product is: [CH3:7][O:8][C:9]([C:11]1[CH:12]=[N:13][N:14]([C:16]([C:17]2[CH:22]=[CH:21][CH:20]=[CH:19][CH:18]=2)([C:29]2[CH:30]=[CH:31][CH:32]=[CH:33][CH:34]=2)[C:23]2[CH:24]=[CH:25][CH:26]=[CH:27][CH:28]=2)[CH:15]=1)=[O:10]. (3) Given the reactants [C:1]([NH:8][C@@H:9]([C:17]([OH:19])=O)[CH2:10][C:11]1[CH:16]=[CH:15][CH:14]=[CH:13][N:12]=1)([O:3][C:4]([CH3:7])([CH3:6])[CH3:5])=[O:2].Br.Br.[CH3:22][N:23]1[CH2:28][CH2:27][CH:26]([CH:29]2[CH2:34][CH2:33][NH:32][CH2:31][CH2:30]2)[CH2:25][CH2:24]1, predict the reaction product. The product is: [C:1]([NH:8][C@@H:9]([C:17]([N:32]1[CH2:33][CH2:34][CH:29]([CH:26]2[CH2:25][CH2:24][N:23]([CH3:22])[CH2:28][CH2:27]2)[CH2:30][CH2:31]1)=[O:19])[CH2:10][C:11]1[CH:16]=[CH:15][CH:14]=[CH:13][N:12]=1)([O:3][C:4]([CH3:5])([CH3:6])[CH3:7])=[O:2]. (4) Given the reactants [C:1]([C:5]1[CH:23]=[CH:22][C:8]([C:9]([NH:11][C:12]2[CH:17]=[CH:16][CH:15]=[C:14]([S:18](=[O:21])(=[O:20])[NH2:19])[CH:13]=2)=[O:10])=[C:7]([S:24][C:25]2[CH:30]=[CH:29][CH:28]=[CH:27][CH:26]=2)[CH:6]=1)([CH3:4])([CH3:3])[CH3:2].OO.C([O-])(O)=[O:34].[Na+].C(Cl)Cl, predict the reaction product. The product is: [C:1]([C:5]1[CH:23]=[CH:22][C:8]([C:9]([NH:11][C:12]2[CH:17]=[CH:16][CH:15]=[C:14]([S:18](=[O:20])(=[O:21])[NH2:19])[CH:13]=2)=[O:10])=[C:7]([S:24]([C:25]2[CH:30]=[CH:29][CH:28]=[CH:27][CH:26]=2)=[O:34])[CH:6]=1)([CH3:4])([CH3:2])[CH3:3]. (5) Given the reactants [Br:1][C:2]1[S:6][C:5]([NH2:7])=[N:4][C:3]=1[CH2:8][CH:9]1[CH2:14][CH2:13][CH2:12][CH2:11][CH2:10]1.C1CCC(N=C=NC2CCCCC2)CC1.[OH:30][C:31]([CH3:37])([CH3:36])[CH2:32][C:33](O)=[O:34], predict the reaction product. The product is: [Br:1][C:2]1[S:6][C:5]([NH:7][C:33](=[O:34])[CH2:32][C:31]([OH:30])([CH3:37])[CH3:36])=[N:4][C:3]=1[CH2:8][CH:9]1[CH2:10][CH2:11][CH2:12][CH2:13][CH2:14]1. (6) Given the reactants [Cl:1]CCCCCCO[C:9]1[C:18](=[O:19])[C:17]2[C:12](=[CH:13][CH:14]=[CH:15][CH:16]=2)[O:11][C:10]=1[C:20]1[CH:25]=[CH:24][C:23]([O:26][CH2:27][C:28]2[CH:33]=[CH:32][CH:31]=[CH:30][CH:29]=2)=[C:22]([O:34][CH2:35]C2C=CC=CC=2)[CH:21]=1.[Cl-].C(OC1C=C(C=CC=1OCC1C=CC=CC=1)C1O[C:56]2C(C(=O)C=1)=CC=[C:58]([CH2:65][CH2:66][CH2:67][N+:68]([CH3:71])([CH3:70])[CH3:69])[CH:57]=2)C1C=CC=CC=1.C([O-])([O-])=O.[K+].[K+], predict the reaction product. The product is: [Cl-:1].[CH2:35]([O:34][C:22]1[CH:21]=[C:20]([CH:25]=[CH:24][C:23]=1[O:26][CH2:27][C:28]1[CH:33]=[CH:32][CH:31]=[CH:30][CH:29]=1)[C:10]1[O:11][C:12]2[C:17]([C:18](=[O:19])[C:9]=1[CH2:56][CH2:57][CH2:58][CH2:65][CH2:66][CH2:67][N+:68]([CH3:71])([CH3:69])[CH3:70])=[CH:16][CH:15]=[CH:14][CH:13]=2)[C:12]1[CH:17]=[CH:16][CH:15]=[CH:14][CH:13]=1. (7) Given the reactants [F:1][C:2]([F:7])([F:6])[C:3]([OH:5])=[O:4].[N:8]1[CH:13]=[CH:12][CH:11]=[N:10][C:9]=1[N:14]1[CH2:17][C:16]2([CH2:20]N(C(OC(C)(C)C)=O)[CH2:18]2)[CH2:15]1, predict the reaction product. The product is: [OH:5][C:3]([C:2]([F:7])([F:6])[F:1])=[O:4].[N:10]1[CH:11]=[CH:12][CH:13]=[N:8][C:9]=1[N:14]1[CH2:15][C:16]2([CH2:18][CH2:2][CH2:20]2)[CH2:17]1. (8) Given the reactants C(O)(C(F)(F)F)=O.[NH2:8][C:9]1[C:14]2[C:15]([C:18]3[CH:19]=[C:20]4[C:24](=[CH:25][CH:26]=3)[N:23]([C:27](=[O:35])[CH2:28][C:29]3[CH:34]=[CH:33][CH:32]=[CH:31][CH:30]=3)[CH2:22][CH2:21]4)=[CH:16][S:17][C:13]=2[C:12]([CH:36]2[CH2:41][CH2:40][N:39](C(OC(C)(C)C)=O)[CH2:38][CH2:37]2)=[CH:11][N:10]=1, predict the reaction product. The product is: [C:29]1([CH2:28][C:27]([N:23]2[C:24]3[C:20](=[CH:19][C:18]([C:15]4[C:14]5[C:9]([NH2:8])=[N:10][CH:11]=[C:12]([CH:36]6[CH2:41][CH2:40][NH:39][CH2:38][CH2:37]6)[C:13]=5[S:17][CH:16]=4)=[CH:26][CH:25]=3)[CH2:21][CH2:22]2)=[O:35])[CH:34]=[CH:33][CH:32]=[CH:31][CH:30]=1. (9) Given the reactants C(OC(=O)[CH2:5][O:6][C@H:7]1[CH2:12][CH2:11][C@H:10]([N:13]2[C:18](=[O:19])[C:17]([CH2:20][C:21]3[CH:26]=[CH:25][C:24]([C:27]4[CH:32]=[CH:31][CH:30]=[CH:29][C:28]=4[C:33]#[N:34])=[CH:23][C:22]=3[O:35][CH3:36])=[C:16]([CH2:37][CH2:38][CH3:39])[N:15]3[N:40]=[CH:41][CH:42]=[C:14]23)[CH2:9][CH2:8]1)C.[CH3:44][Mg]Br.C([O:50][CH2:51][CH3:52])(=O)C, predict the reaction product. The product is: [OH:50][C:51]([CH3:52])([CH3:44])[CH2:5][O:6][C@H:7]1[CH2:8][CH2:9][C@H:10]([N:13]2[C:18](=[O:19])[C:17]([CH2:20][C:21]3[CH:26]=[CH:25][C:24]([C:27]4[C:28]([C:33]#[N:34])=[CH:29][CH:30]=[CH:31][CH:32]=4)=[CH:23][C:22]=3[O:35][CH3:36])=[C:16]([CH2:37][CH2:38][CH3:39])[N:15]3[N:40]=[CH:41][CH:42]=[C:14]23)[CH2:11][CH2:12]1.